This data is from Catalyst prediction with 721,799 reactions and 888 catalyst types from USPTO. The task is: Predict which catalyst facilitates the given reaction. (1) Reactant: [NH:1]1[C:9]2[C:4](=[CH:5][CH:6]=[CH:7][CH:8]=2)[C:3]([CH2:10][CH2:11][NH:12][CH:13]2[CH2:18][CH2:17][C:16]([C:22]3[CH:27]=[CH:26][CH:25]=[CH:24][N:23]=3)([N:19]([CH3:21])[CH3:20])[CH2:15][CH2:14]2)=[CH:2]1.[Cl:28][Si](C)(C)C. Product: [ClH:28].[ClH:28].[ClH:28].[NH:1]1[C:9]2[C:4](=[CH:5][CH:6]=[CH:7][CH:8]=2)[C:3]([CH2:10][CH2:11][NH:12][CH:13]2[CH2:18][CH2:17][C:16]([C:22]3[CH:27]=[CH:26][CH:25]=[CH:24][N:23]=3)([N:19]([CH3:20])[CH3:21])[CH2:15][CH2:14]2)=[CH:2]1. The catalyst class is: 131. (2) Reactant: C([O:5][C:6]([C:8]1[CH:9]=[CH:10][C:11]([C:41]2[CH:46]=[CH:45][C:44]([Cl:47])=[CH:43][CH:42]=2)=[C:12]([CH:40]=1)[CH2:13][O:14][C:15]1[CH:20]=[CH:19][C:18]([C:21]2[N:25]([CH:26]3[CH2:31][CH2:30][CH2:29][CH2:28][CH2:27]3)[C:24]3[CH:32]=[CH:33][C:34]([C:36]([O:38][CH3:39])=[O:37])=[CH:35][C:23]=3[N:22]=2)=[CH:17][CH:16]=1)=[O:7])(C)(C)C.FC(F)(F)C(O)=O. Product: [ClH:47].[C:6]([C:8]1[CH:9]=[CH:10][C:11]([C:41]2[CH:46]=[CH:45][C:44]([Cl:47])=[CH:43][CH:42]=2)=[C:12]([CH:40]=1)[CH2:13][O:14][C:15]1[CH:16]=[CH:17][C:18]([C:21]2[N:25]([CH:26]3[CH2:31][CH2:30][CH2:29][CH2:28][CH2:27]3)[C:24]3[CH:32]=[CH:33][C:34]([C:36]([O:38][CH3:39])=[O:37])=[CH:35][C:23]=3[N:22]=2)=[CH:19][CH:20]=1)([OH:7])=[O:5]. The catalyst class is: 4. (3) Reactant: [CH2:1]([CH:8]1[CH2:13][CH2:12][NH:11][CH2:10][CH2:9]1)[C:2]1[CH:7]=[CH:6][CH:5]=[CH:4][CH:3]=1.C(=O)([O-])[O-].[K+].[K+].[CH2:20]([O:22][C:23](=[O:27])[CH:24](Br)[CH3:25])[CH3:21]. Product: [CH2:20]([O:22][C:23](=[O:27])[CH:24]([N:11]1[CH2:12][CH2:13][CH:8]([CH2:1][C:2]2[CH:7]=[CH:6][CH:5]=[CH:4][CH:3]=2)[CH2:9][CH2:10]1)[CH3:25])[CH3:21]. The catalyst class is: 21. (4) Reactant: C(OC([N:8]1[CH2:11][C:10]2([CH2:16][CH2:15][N:14]([CH3:17])[CH2:13][CH2:12]2)[CH2:9]1)=O)(C)(C)C.C(O)(C(F)(F)F)=O. Product: [CH3:17][N:14]1[CH2:15][CH2:16][C:10]2([CH2:11][NH:8][CH2:9]2)[CH2:12][CH2:13]1. The catalyst class is: 2. (5) Reactant: [Br:1][C:2]1[CH:3]=[C:4]([NH2:10])[C:5]([O:8][CH3:9])=[N:6][CH:7]=1.[F:11][C:12]1[CH:17]=[C:16]([F:18])[CH:15]=[CH:14][C:13]=1[S:19](Cl)(=[O:21])=[O:20].[OH-].[Na+]. Product: [Br:1][C:2]1[CH:3]=[C:4]([NH:10][S:19]([C:13]2[CH:14]=[CH:15][C:16]([F:18])=[CH:17][C:12]=2[F:11])(=[O:21])=[O:20])[C:5]([O:8][CH3:9])=[N:6][CH:7]=1. The catalyst class is: 17. (6) Product: [CH:9]1([C:14]([C:15](=[CH:3][N:4]([CH3:5])[CH3:6])[C:16]([O:18][CH3:19])=[O:17])=[O:20])[CH2:10][CH2:11][CH2:12][CH2:13]1. The catalyst class is: 12. Reactant: CO[CH:3](OC)[N:4]([CH3:6])[CH3:5].[CH:9]1([C:14](=[O:20])[CH2:15][C:16]([O:18][CH3:19])=[O:17])[CH2:13][CH2:12][CH2:11][CH2:10]1. (7) Reactant: [Cl:1][C:2]1[CH:7]=[CH:6][C:5]([S:8]([N:11]([CH2:22][C:23]2[CH:28]=[CH:27][C:26]([C:29]#[N:30])=[CH:25][C:24]=2[F:31])[C@H:12]([CH2:16][CH2:17][C:18]([F:21])([F:20])[F:19])[C:13]([NH2:15])=[O:14])(=[O:10])=[O:9])=[CH:4][CH:3]=1.CO.[NH2:34][OH:35]. Product: [Cl:1][C:2]1[CH:3]=[CH:4][C:5]([S:8]([N:11]([C@H:12]([CH2:16][CH2:17][C:18]([F:21])([F:20])[F:19])[C:13]([NH2:15])=[O:14])[CH2:22][C:23]2[CH:28]=[CH:27][C:26]([C:29](=[N:34][OH:35])[NH2:30])=[CH:25][C:24]=2[F:31])(=[O:9])=[O:10])=[CH:6][CH:7]=1. The catalyst class is: 6. (8) Reactant: [C:1](Cl)(=[O:5])[C:2](Cl)=O.[CH3:7][O:8][C:9]1[CH:10]=[C:11]([N:18]2[CH2:22][CH2:21][CH2:20][CH:19]2[C:23]([OH:25])=O)[CH:12]=[CH:13][C:14]=1[N+:15]([O-:17])=[O:16].[CH2:26]([N:28](CC)CC)[CH3:27]. Product: [CH3:7][O:8][C:9]1[CH:10]=[C:11]([N:18]2[CH2:22][CH2:21][CH2:20][CH:19]2[C:23]([N:28]2[CH2:2][CH2:1][O:5][CH2:27][CH2:26]2)=[O:25])[CH:12]=[CH:13][C:14]=1[N+:15]([O-:17])=[O:16]. The catalyst class is: 4. (9) Reactant: OC1CCC([C:8]2[CH:18]=[CH:17][CH:16]=[CH:15][C:9]=2[C:10]([O:12][CH2:13][CH3:14])=[O:11])=CC1.CS(Cl)(=O)=O.[N-]=[N+]=[N-].[Na+].O.[C:29]1(P(C2C=CC=CC=2)C2C=CC=CC=2)C=CC=CC=1.[C:56](O[C:56]([O:58][C:59]([CH3:62])([CH3:61])[CH3:60])=[O:57])([O:58][C:59]([CH3:62])([CH3:61])[CH3:60])=[O:57].[N:63]1[CH:68]=[CH:67][CH:66]=[CH:65][CH:64]=1. Product: [C:59]([O:58][C:56]([NH:63][CH:68]1[CH2:67][CH2:66][C:65]([C:18]2[CH:8]=[C:9]([CH:15]=[CH:16][CH:17]=2)[C:10]([O:12][CH2:13][CH3:14])=[O:11])=[CH:64][CH2:29]1)=[O:57])([CH3:60])([CH3:61])[CH3:62]. The catalyst class is: 13.